Dataset: M1 muscarinic receptor antagonist screen with 61,756 compounds. Task: Binary Classification. Given a drug SMILES string, predict its activity (active/inactive) in a high-throughput screening assay against a specified biological target. (1) The molecule is o1c(C(=O)Nc2cc(NC(=O)C)ccc2)ccc1C. The result is 0 (inactive). (2) The molecule is S(=O)(=O)(CC(=O)N1CCc2c1cccc2)Cc1nc(oc1C)c1c(F)cccc1. The result is 0 (inactive). (3) The molecule is O(c1c(C(N2CCc3c(C2)cccc3)c2n(nnn2)C2CCCC2)cc(OC)cc1)C. The result is 0 (inactive). (4) The result is 0 (inactive). The drug is O=C(N1CCN(CC1)C)Cn1c(c(c(c1C)C(OCC)=O)C)c1ccccc1. (5) The drug is Brc1ccc(C(=O)Nc2nn(nn2)CCC)cc1. The result is 0 (inactive). (6) The compound is Clc1c(S(=O)(=O)NC2CCCCC2)cc(OCC(=O)Nc2scnn2)c(c1)C. The result is 0 (inactive). (7) The drug is O(c1c(c2c3c(n(c(=O)n(c3=O)C)C)nc(c2)c2ccc(OC)cc2)cccc1)CC. The result is 0 (inactive). (8) The drug is s1c(CNC(=O)c2n(c3c(c2)c(=O)n(c2c3cccc2)C)C)ccc1. The result is 0 (inactive). (9) The drug is S(CC(=O)N1CCCC1)c1n(c(=O)c2SCCc2n1)c1ccc(cc1)C. The result is 0 (inactive). (10) The compound is S1C(C)(C)C(=O)N=C1NC(=O)CCCC. The result is 0 (inactive).